From a dataset of Reaction yield outcomes from USPTO patents with 853,638 reactions. Predict the reaction yield, written as a fraction of the theoretical maximum amount of product (1.0 means a 100% yield; for example, 0.34 means a 34% yield). The reactants are [Cl:1][C:2]1[CH:10]=[CH:9][C:8]([N+:11]([O-:13])=[O:12])=[CH:7][C:3]=1[C:4]([OH:6])=O.CN(C=O)C.C(Cl)(=O)C(Cl)=O.C(=O)([O-])[O-].[K+].[K+].[NH:31]1[CH:35]=[CH:34]N=N1. The catalyst is C(Cl)Cl.C1S(=O)(=O)CCC1.CCOC(C)=O.O. The product is [Cl:1][C:2]1[CH:10]=[CH:9][C:8]([N+:11]([O-:13])=[O:12])=[CH:7][C:3]=1[C:4]1[O:6][CH:34]=[CH:35][N:31]=1. The yield is 0.390.